From a dataset of NCI-60 drug combinations with 297,098 pairs across 59 cell lines. Regression. Given two drug SMILES strings and cell line genomic features, predict the synergy score measuring deviation from expected non-interaction effect. (1) Cell line: HCT116. Drug 1: CC1=CC=C(C=C1)C2=CC(=NN2C3=CC=C(C=C3)S(=O)(=O)N)C(F)(F)F. Synergy scores: CSS=18.3, Synergy_ZIP=-2.97, Synergy_Bliss=-2.45, Synergy_Loewe=-3.47, Synergy_HSA=-4.04. Drug 2: C1CC(C1)(C(=O)O)C(=O)O.[NH2-].[NH2-].[Pt+2]. (2) Drug 1: C1=NC2=C(N=C(N=C2N1C3C(C(C(O3)CO)O)O)F)N. Drug 2: C1=NC(=NC(=O)N1C2C(C(C(O2)CO)O)O)N. Cell line: SF-539. Synergy scores: CSS=2.82, Synergy_ZIP=-6.22, Synergy_Bliss=-11.9, Synergy_Loewe=-36.7, Synergy_HSA=-12.4. (3) Drug 1: C1=NC2=C(N1)C(=S)N=C(N2)N. Drug 2: C(=O)(N)NO. Cell line: NCI-H460. Synergy scores: CSS=50.8, Synergy_ZIP=-2.68, Synergy_Bliss=1.07, Synergy_Loewe=-2.34, Synergy_HSA=4.66.